Dataset: Reaction yield outcomes from USPTO patents with 853,638 reactions. Task: Predict the reaction yield, written as a fraction of the theoretical maximum amount of product (1.0 means a 100% yield; for example, 0.34 means a 34% yield). (1) The reactants are [Br:1][C:2]1[CH:7]=[CH:6][C:5]([C:8](=[O:11])[CH2:9]Cl)=[CH:4][C:3]=1[F:12].[CH3:13][O:14][C:15]([NH:17][C@@H:18]1[CH:26]2[C:27](=[O:34])[CH2:28][C@H:29]([C:31]([OH:33])=[O:32])[CH2:30][N:24]3[C:25]2=[C:21]([CH:22]=[CH:23]3)[CH2:20][CH2:19]1)=[O:16].CCN(C(C)C)C(C)C. The catalyst is C(#N)C. The product is [Br:1][C:2]1[CH:7]=[CH:6][C:5]([C:8](=[O:11])[CH2:9][O:33][C:31]([C@@H:29]2[CH2:30][N:24]3[C:25]4[CH:26]([C@@H:18]([NH:17][C:15]([O:14][CH3:13])=[O:16])[CH2:19][CH2:20][C:21]=4[CH:22]=[CH:23]3)[C:27](=[O:34])[CH2:28]2)=[O:32])=[CH:4][C:3]=1[F:12]. The yield is 0.630. (2) The reactants are [CH2:1]([O:8][C:9]([N:11]1[CH2:16][C@H:15]([NH:17][C:18]([O:20][C:21]([CH3:24])([CH3:23])[CH3:22])=[O:19])[CH2:14][C@H:13](C(O)=O)[CH2:12]1)=[O:10])[C:2]1[CH:7]=[CH:6][CH:5]=[CH:4][CH:3]=1.C1C=CC(P(N=[N+]=[N-])(C2C=CC=CC=2)=[O:35])=CC=1.CC[N:47]([CH:51](C)C)C(C)C.[CH3:54][C:55]([OH:58])([CH3:57])[CH3:56]. No catalyst specified. The product is [C:55]([O:58][C:51]([NH:47][C@H:13]1[CH2:14][C@@H:15]([NH:17][C:18]([O:20][C:21]([CH3:23])([CH3:22])[CH3:24])=[O:19])[CH2:16][N:11]([C:9]([O:8][CH2:1][C:2]2[CH:7]=[CH:6][CH:5]=[CH:4][CH:3]=2)=[O:10])[CH2:12]1)=[O:35])([CH3:57])([CH3:56])[CH3:54]. The yield is 0.230. (3) The reactants are [B:1]([O:10][CH:11]([CH3:13])[CH3:12])([O:6][CH:7]([CH3:9])[CH3:8])OC(C)C.[Cl:14][CH2:15]I.C([Li])CCC.Cl.C(OCC)(=O)C.OC(C(O)(C)C)(C)C. The catalyst is CCCCCC.O1CCCC1. The product is [Cl:14][CH2:15][B:1]1[O:6][C:7]([CH3:8])([CH3:9])[C:11]([CH3:12])([CH3:13])[O:10]1. The yield is 0.810. (4) The yield is 0.122. The catalyst is CN(C)C=O.C(OCC)(=O)C. The product is [C:2]1([C@@H:8]2[CH2:10][C@H:9]2[NH:11][CH2:19][CH:20]2[CH2:25][CH2:24][N:23]([C:26]([O:28][CH2:29][C:30]3[CH:31]=[CH:32][CH:33]=[CH:34][CH:35]=3)=[O:27])[CH2:22][CH2:21]2)[CH:7]=[CH:6][CH:5]=[CH:4][CH:3]=1. The reactants are Cl.[C:2]1([C@@H:8]2[CH2:10][C@H:9]2[NH2:11])[CH:7]=[CH:6][CH:5]=[CH:4][CH:3]=1.C(=O)([O-])[O-].[K+].[K+].Br[CH2:19][CH:20]1[CH2:25][CH2:24][N:23]([C:26]([O:28][CH2:29][C:30]2[CH:35]=[CH:34][CH:33]=[CH:32][CH:31]=2)=[O:27])[CH2:22][CH2:21]1.O.